This data is from Forward reaction prediction with 1.9M reactions from USPTO patents (1976-2016). The task is: Predict the product of the given reaction. (1) Given the reactants C([Si](C)(C)[O:6][CH2:7][CH2:8][N:9]1[C:17]2[CH:16]=[C:15]3[NH:18][C:19]([C:21]4[CH:25]=[C:24]([CH3:26])[NH:23][N:22]=4)=[N:20][C:14]3=[CH:13][C:12]=2[C:11]([CH3:28])([CH3:27])[C:10]1=[O:29])(C)(C)C.CCCC[N+](CCCC)(CCCC)CCCC.[F-], predict the reaction product. The product is: [OH:6][CH2:7][CH2:8][N:9]1[C:17]2[CH:16]=[C:15]3[NH:18][C:19]([C:21]4[CH:25]=[C:24]([CH3:26])[NH:23][N:22]=4)=[N:20][C:14]3=[CH:13][C:12]=2[C:11]([CH3:27])([CH3:28])[C:10]1=[O:29]. (2) Given the reactants Br[C:2]1[S:6][C:5]([C:7]2[CH:8]=[CH:9][C:10]([O:15][CH:16]([CH3:18])[CH3:17])=[C:11]([CH:14]=2)[C:12]#[N:13])=[N:4][CH:3]=1.[CH2:19]([C:21]1[C:26](/[CH:27]=[CH:28]/[O:29][CH3:30])=[CH:25][CH:24]=[CH:23][C:22]=1B1OC(C)(C)C(C)(C)O1)[CH3:20].P([O-])([O-])([O-])=O.[K+].[K+].[K+], predict the reaction product. The product is: [CH2:19]([C:21]1[C:26](/[CH:27]=[CH:28]/[O:29][CH3:30])=[CH:25][CH:24]=[CH:23][C:22]=1[C:2]1[S:6][C:5]([C:7]2[CH:8]=[CH:9][C:10]([O:15][CH:16]([CH3:18])[CH3:17])=[C:11]([CH:14]=2)[C:12]#[N:13])=[N:4][CH:3]=1)[CH3:20]. (3) Given the reactants [CH3:1][N:2]1[CH2:6][CH2:5][CH2:4][CH:3]1[CH2:7][O:8][C:9]1[CH:10]=[C:11]([NH2:15])[CH:12]=[CH:13][CH:14]=1.[C:16]([NH:20][S:21]([C:24]1[CH:29]=[CH:28][CH:27]=[C:26]([C:30]2[N:38]3[C:33]([CH:34]=[N:35][C:36](S(C)=O)=[N:37]3)=[CH:32][CH:31]=2)[CH:25]=1)(=[O:23])=[O:22])([CH3:19])([CH3:18])[CH3:17], predict the reaction product. The product is: [C:16]([NH:20][S:21]([C:24]1[CH:29]=[CH:28][CH:27]=[C:26]([C:30]2[N:38]3[C:33]([CH:34]=[N:35][C:36]([NH:15][C:11]4[CH:12]=[CH:13][CH:14]=[C:9]([O:8][CH2:7][CH:3]5[CH2:4][CH2:5][CH2:6][N:2]5[CH3:1])[CH:10]=4)=[N:37]3)=[CH:32][CH:31]=2)[CH:25]=1)(=[O:22])=[O:23])([CH3:19])([CH3:17])[CH3:18]. (4) Given the reactants C([O:5][C:6](=[O:43])[C:7]1[CH:12]=[CH:11][C:10]([O:13][C:14]2[CH:19]=[CH:18][C:17]([CH2:20][N:21]3[CH2:26][CH2:25][CH:24]([N:27]4[C@H:31]([CH2:32][CH:33]([CH3:35])[CH3:34])[CH2:30][N:29]([CH:36]5[CH2:40][CH2:39][CH2:38][CH2:37]5)[C:28]4=[O:41])[CH2:23][CH2:22]3)=[C:16]([CH3:42])[N:15]=2)=[CH:9][CH:8]=1)(C)(C)C.Cl, predict the reaction product. The product is: [CH:36]1([N:29]2[CH2:30][C@@H:31]([CH2:32][CH:33]([CH3:34])[CH3:35])[N:27]([CH:24]3[CH2:25][CH2:26][N:21]([CH2:20][C:17]4[CH:18]=[CH:19][C:14]([O:13][C:10]5[CH:9]=[CH:8][C:7]([C:6]([OH:43])=[O:5])=[CH:12][CH:11]=5)=[N:15][C:16]=4[CH3:42])[CH2:22][CH2:23]3)[C:28]2=[O:41])[CH2:37][CH2:38][CH2:39][CH2:40]1. (5) Given the reactants [C:1]([C:7]1[CH:17]=[CH:16][C:10]([C:11]([O:13]CC)=[O:12])=[CH:9][CH:8]=1)#[C:2][CH2:3][CH2:4][CH2:5][CH3:6].I[C:19]1[CH:20]=[C:21]2[C:26](=[CH:27][CH:28]=1)[C:25]([CH3:30])([CH3:29])[CH2:24][CH2:23][C:22]2([CH3:32])[CH3:31].C(O)(=O)C.[OH-].[K+].Cl, predict the reaction product. The product is: [CH3:29][C:25]1([CH3:30])[CH2:24][CH2:23][C:22]([CH3:32])([CH3:31])[C:21]2[CH:20]=[C:19]([C:2]([CH2:3][CH2:4][CH2:5][CH3:6])=[CH:1][C:7]3[CH:8]=[CH:9][C:10]([C:11]([OH:13])=[O:12])=[CH:16][CH:17]=3)[CH:28]=[CH:27][C:26]1=2.